Predict the product of the given reaction. From a dataset of Forward reaction prediction with 1.9M reactions from USPTO patents (1976-2016). (1) Given the reactants [I-].[Na+].Cl[CH2:4][C:5]1[CH:10]=[CH:9][CH:8]=[CH:7][C:6]=1[C:11]([F:14])([F:13])[F:12].[P:15]([O:22]CC)([O:19][CH2:20][CH3:21])[O:16][CH2:17][CH3:18], predict the reaction product. The product is: [CH2:17]([O:16][P:15]([CH2:4][C:5]1[CH:10]=[CH:9][CH:8]=[CH:7][C:6]=1[C:11]([F:14])([F:13])[F:12])(=[O:22])[O:19][CH2:20][CH3:21])[CH3:18]. (2) Given the reactants [Cl:1][C:2]1[CH:7]=[C:6]([Cl:8])[N:5]2[N:9]=[CH:10][CH:11]=[C:4]2[N:3]=1.C1C(=O)N([Br:19])C(=O)C1, predict the reaction product. The product is: [Br:19][C:11]1[CH:10]=[N:9][N:5]2[C:6]([Cl:8])=[CH:7][C:2]([Cl:1])=[N:3][C:4]=12.